Dataset: Reaction yield outcomes from USPTO patents with 853,638 reactions. Task: Predict the reaction yield, written as a fraction of the theoretical maximum amount of product (1.0 means a 100% yield; for example, 0.34 means a 34% yield). (1) The yield is 0.940. The product is [S:1]([N:11]1[C:15]2=[N:16][CH:17]=[C:18]([NH2:20])[N:19]=[C:14]2[CH:13]=[CH:12]1)([C:4]1[CH:5]=[CH:6][C:7]([CH3:8])=[CH:9][CH:10]=1)(=[O:2])=[O:3]. The reactants are [S:1]([N:11]1[C:15]2=[N:16][CH:17]=[C:18]([NH:20]C(=O)OC(C)(C)C)[N:19]=[C:14]2[CH:13]=[CH:12]1)([C:4]1[CH:10]=[CH:9][C:7]([CH3:8])=[CH:6][CH:5]=1)(=[O:3])=[O:2].OP(O)(O)=O.[O-]P([O-])([O-])=O.[K+].[K+].[K+]. The catalyst is C1COCC1.O. (2) The reactants are [OH:1][C:2]1[CH:7]=[CH:6][CH:5]=[CH:4][C:3]=1[CH2:8][C:9]([OH:11])=[O:10].CC(C)([O-])C.[K+].[CH3:18][O:19][C:20]1[CH:27]=[CH:26][C:23]([CH2:24]Cl)=[CH:22][CH:21]=1. The catalyst is CN(C)C=O. The product is [OH:1][C:2]1[CH:7]=[CH:6][CH:5]=[CH:4][C:3]=1[CH2:8][C:9]([O:11][CH2:24][C:23]1[CH:26]=[CH:27][C:20]([O:19][CH3:18])=[CH:21][CH:22]=1)=[O:10]. The yield is 0.420. (3) The reactants are [OH:1][C:2]1[CH:3]=[C:4]([C:11]([OH:13])=[O:12])[C:5](=[CH:9][CH:10]=1)[C:6]([OH:8])=[O:7].[OH-].[K+].[F:16][C:17]1[CH:24]=[CH:23][C:20]([CH2:21]Br)=[CH:19][CH:18]=1. The catalyst is O. The product is [F:16][C:17]1[CH:24]=[CH:23][C:20]([CH2:21][O:1][C:2]2[CH:3]=[C:4]([C:11]([OH:13])=[O:12])[C:5](=[CH:9][CH:10]=2)[C:6]([OH:8])=[O:7])=[CH:19][CH:18]=1. The yield is 0.290. (4) The reactants are [NH2:1][C:2]1[C:11]2[C:6](=[C:7](Br)[CH:8]=[CH:9][CH:10]=2)[N:5]=[N:4][C:3]=1[C:13]([NH:15][CH2:16][CH2:17][CH3:18])=[O:14].[F:19][C:20]1[CH:25]=[CH:24][C:23]([C:26]([F:29])([F:28])[F:27])=[CH:22][C:21]=1B(O)O. No catalyst specified. The product is [NH2:1][C:2]1[C:11]2[C:6](=[C:7]([C:21]3[CH:22]=[C:23]([C:26]([F:28])([F:29])[F:27])[CH:24]=[CH:25][C:20]=3[F:19])[CH:8]=[CH:9][CH:10]=2)[N:5]=[N:4][C:3]=1[C:13]([NH:15][CH2:16][CH2:17][CH3:18])=[O:14]. The yield is 0.780. (5) The reactants are [C:1]([O:8][CH2:9][CH2:10][CH2:11][CH2:12][CH2:13]C)(=[O:7])[CH2:2][CH2:3][CH2:4][CH2:5][CH3:6].C1(O)CCCC1. The catalyst is C1(C)C=CC=CC=1. The product is [C:1]([O:8][CH:9]1[CH2:10][CH2:11][CH2:12][CH2:13]1)(=[O:7])[CH2:2][CH2:3][CH2:4][CH2:5][CH3:6]. The yield is 0.700. (6) The reactants are [NH2:1][C:2](C(Cl)(Cl)Cl)=[C:3]([C:10]#[N:11])[C:4]([O:6][CH2:7][CH:8]=[CH2:9])=O.CC([O-])=O.[K+].[OH2:21].[NH2:22][NH2:23].C(Cl)Cl. The catalyst is CN(C=O)C.C(#N)C. The product is [NH2:1][C:2]1[C:3]([C:4]([O:6][CH2:7][CH:8]=[CH2:9])=[O:21])=[C:10]([NH2:11])[NH:23][N:22]=1. The yield is 0.410.